This data is from Catalyst prediction with 721,799 reactions and 888 catalyst types from USPTO. The task is: Predict which catalyst facilitates the given reaction. (1) Reactant: [NH:1]1[CH2:5][CH2:4][CH2:3][C@@H:2]1[CH2:6][O:7][C:8]1[CH:25]=[CH:24][C:11]([O:12][C:13]2[CH:18]=[CH:17][C:16]([C:19]3[O:23][CH:22]=[N:21][CH:20]=3)=[CH:15][CH:14]=2)=[CH:10][CH:9]=1.[CH3:26][O:27][C:28](=[O:33])[CH2:29][CH2:30][CH2:31]Br. Product: [CH3:26][O:27][C:28](=[O:33])[CH2:29][CH2:30][CH2:31][N:1]1[CH2:5][CH2:4][CH2:3][C@@H:2]1[CH2:6][O:7][C:8]1[CH:25]=[CH:24][C:11]([O:12][C:13]2[CH:18]=[CH:17][C:16]([C:19]3[O:23][CH:22]=[N:21][CH:20]=3)=[CH:15][CH:14]=2)=[CH:10][CH:9]=1. The catalyst class is: 236. (2) Product: [CH2:1]([C:5]1[N:6]=[C:7]([CH3:27])[N:8]([CH2:66][C:62]2[CH:63]=[C:64]([CH3:65])[N:60]([CH3:59])[N:61]=2)[C:9](=[O:26])[C:10]=1[CH2:11][C:12]1[CH:17]=[CH:16][C:15]([C:18]2[C:19]([C:24]#[N:25])=[CH:20][CH:21]=[CH:22][CH:23]=2)=[CH:14][CH:13]=1)[CH2:2][CH2:3][CH3:4]. Reactant: [CH2:1]([C:5]1[N:6]=[C:7]([CH3:27])[NH:8][C:9](=[O:26])[C:10]=1[CH2:11][C:12]1[CH:17]=[CH:16][C:15]([C:18]2[C:19]([C:24]#[N:25])=[CH:20][CH:21]=[CH:22][CH:23]=2)=[CH:14][CH:13]=1)[CH2:2][CH2:3][CH3:4].N(C(N1CCCCC1)=O)=NC(N1CCCCC1)=O.C(P(CCCC)CCCC)CCC.[CH3:59][N:60]1[C:64]([CH3:65])=[CH:63][C:62]([CH2:66]O)=[N:61]1. The catalyst class is: 362. (3) Reactant: Br[C:2]1[CH:7]=[C:6]([CH3:8])[C:5]([Br:9])=[CH:4][N:3]=1.[Li]CCCC.[C:15]([N:19]=[C:20]=[O:21])([CH3:18])([CH3:17])[CH3:16]. Product: [Br:9][C:5]1[C:6]([CH3:8])=[CH:7][C:2]([C:20]([NH:19][C:15]([CH3:18])([CH3:17])[CH3:16])=[O:21])=[N:3][CH:4]=1. The catalyst class is: 11. (4) Reactant: [CH3:1][N:2]1[C:6]2[CH:7]=[N:8][C:9]([C:11]([O:13]C)=[O:12])=[CH:10][C:5]=2[N:4]=[CH:3]1.O.[OH-].[Li+]. Product: [CH3:1][N:2]1[C:6]2[CH:7]=[N:8][C:9]([C:11]([OH:13])=[O:12])=[CH:10][C:5]=2[N:4]=[CH:3]1. The catalyst class is: 1. (5) Reactant: F[C:2]1[CH:10]=[CH:9][C:5]([C:6]([OH:8])=[O:7])=[CH:4][C:3]=1[C:11]([F:14])([F:13])[F:12].[CH:15]1([OH:21])[CH2:20][CH2:19][CH2:18][CH2:17][CH2:16]1.[H-].[Na+].Cl. Product: [CH:15]1([O:21][C:2]2[CH:10]=[CH:9][C:5]([C:6]([OH:8])=[O:7])=[CH:4][C:3]=2[C:11]([F:14])([F:13])[F:12])[CH2:20][CH2:19][CH2:18][CH2:17][CH2:16]1. The catalyst class is: 120.